Predict the reaction yield, written as a fraction of the theoretical maximum amount of product (1.0 means a 100% yield; for example, 0.34 means a 34% yield). From a dataset of Reaction yield outcomes from USPTO patents with 853,638 reactions. (1) The reactants are I[CH2:2][CH3:3].[CH3:4][C@H:5]1[CH2:14][CH2:13][C:12]2[C:7](=[CH:8][CH:9]=[C:10]([CH:19]3[CH2:24][CH2:23][NH:22][CH2:21][CH2:20]3)[C:11]=2[O:15][CH2:16][CH2:17][CH3:18])[N:6]1[C:25](=[O:27])[CH3:26].C(=O)([O-])[O-].[K+].[K+]. The catalyst is CN(C=O)C. The product is [CH2:2]([N:22]1[CH2:23][CH2:24][CH:19]([C:10]2[C:11]([O:15][CH2:16][CH2:17][CH3:18])=[C:12]3[C:7](=[CH:8][CH:9]=2)[N:6]([C:25](=[O:27])[CH3:26])[C@@H:5]([CH3:4])[CH2:14][CH2:13]3)[CH2:20][CH2:21]1)[CH3:3]. The yield is 0.510. (2) The yield is 0.210. The reactants are [F:1][C:2]([F:40])([CH2:6][NH:7][C:8]([NH:10][C@@:11]([C:26]1[CH:31]=[C:30]([O:32][C:33]([F:38])([F:37])[CH:34]([F:36])[F:35])[CH:29]=[C:28]([F:39])[CH:27]=1)([C:19]1[CH:24]=[CH:23][C:22]([F:25])=[CH:21][CH:20]=1)[CH2:12][C:13]1[CH:18]=[CH:17][CH:16]=[CH:15][CH:14]=1)=[O:9])[C:3]([OH:5])=O.C(Cl)(=O)OCC.CC[N:49](CC)CC.N.O. The catalyst is C(Cl)Cl. The product is [F:1][C:2]([F:40])([CH2:6][NH:7][C:8]([NH:10][C@@:11]([C:26]1[CH:31]=[C:30]([O:32][C:33]([F:37])([F:38])[CH:34]([F:35])[F:36])[CH:29]=[C:28]([F:39])[CH:27]=1)([C:19]1[CH:20]=[CH:21][C:22]([F:25])=[CH:23][CH:24]=1)[CH2:12][C:13]1[CH:18]=[CH:17][CH:16]=[CH:15][CH:14]=1)=[O:9])[C:3]([NH2:49])=[O:5].